From a dataset of Forward reaction prediction with 1.9M reactions from USPTO patents (1976-2016). Predict the product of the given reaction. (1) Given the reactants [CH:1]([C@@H:4]1[N:8]([C:9]2[CH:14]=[CH:13][N:12]3[N:15]=[CH:16][C:17]([C:18]4[CH:23]=[CH:22][C:21]([C:24]5[N:28]=[CH:27][N:26]([CH2:29][O:30][CH2:31][CH2:32][Si:33]([CH3:36])([CH3:35])[CH3:34])[N:25]=5)=[CH:20][CH:19]=4)=[C:11]3[N:10]=2)[C:7](=[O:37])[NH:6][CH2:5]1)([CH3:3])[CH3:2].[H-].[Na+].Br[CH2:41][CH:42]1[CH2:47][CH2:46][N:45]([C:48]([O:50][C:51]([CH3:54])([CH3:53])[CH3:52])=[O:49])[CH2:44][CH2:43]1, predict the reaction product. The product is: [CH:1]([C@H:4]1[CH2:5][N:6]([CH2:41][CH:42]2[CH2:47][CH2:46][N:45]([C:48]([O:50][C:51]([CH3:52])([CH3:54])[CH3:53])=[O:49])[CH2:44][CH2:43]2)[C:7](=[O:37])[N:8]1[C:9]1[CH:14]=[CH:13][N:12]2[N:15]=[CH:16][C:17]([C:18]3[CH:23]=[CH:22][C:21]([C:24]4[N:28]=[CH:27][N:26]([CH2:29][O:30][CH2:31][CH2:32][Si:33]([CH3:34])([CH3:35])[CH3:36])[N:25]=4)=[CH:20][CH:19]=3)=[C:11]2[N:10]=1)([CH3:3])[CH3:2]. (2) Given the reactants [CH3:1][N:2]([CH3:20])[CH2:3][CH2:4][N:5]1[C:11](=[O:12])[CH2:10][CH2:9][CH2:8][C:7]2[CH:13]=[CH:14][CH:15]=[C:16]([N+:17]([O-])=O)[C:6]1=2, predict the reaction product. The product is: [NH2:17][C:16]1[C:6]2[N:5]([CH2:4][CH2:3][N:2]([CH3:20])[CH3:1])[C:11](=[O:12])[CH2:10][CH2:9][CH2:8][C:7]=2[CH:13]=[CH:14][CH:15]=1. (3) The product is: [C:18]([N:4]1[CH2:5][CH2:6][CH2:7][CH:2]([OH:1])[CH2:3]1)([O:17][C:13]([CH3:16])([CH3:15])[CH3:14])=[O:19]. Given the reactants [OH:1][CH:2]1[CH2:7][CH2:6][CH2:5][NH:4][CH2:3]1.C(=O)([O-])O.[Na+].[C:13]([O:17][C:18](O[C:18]([O:17][C:13]([CH3:16])([CH3:15])[CH3:14])=[O:19])=[O:19])([CH3:16])([CH3:15])[CH3:14], predict the reaction product. (4) Given the reactants [NH2:1][C:2]1[C:11]2[N:12]=[C:13]([CH2:15][CH3:16])[S:14][C:10]=2[C:9]2[CH:8]=[CH:7][C:6]([OH:17])=[CH:5][C:4]=2[N:3]=1.C(=O)([O-])[O-].[Cs+].[Cs+].CN(C=O)C.Br[CH2:30][C:31]1[O:32][C:33]([C:36]([F:39])([F:38])[F:37])=[CH:34][CH:35]=1, predict the reaction product. The product is: [CH2:15]([C:13]1[S:14][C:10]2[C:9]3[CH:8]=[CH:7][C:6]([O:17][CH2:30][C:31]4[O:32][C:33]([C:36]([F:39])([F:38])[F:37])=[CH:34][CH:35]=4)=[CH:5][C:4]=3[N:3]=[C:2]([NH2:1])[C:11]=2[N:12]=1)[CH3:16]. (5) Given the reactants [N:1]1[CH:6]=[CH:5][C:4](/[CH:7]=[N:8]/[CH:9]2[CH2:14][CH2:13][N:12]([C:15]([O:17][C:18]([CH3:21])([CH3:20])[CH3:19])=[O:16])[CH2:11][CH2:10]2)=[N:3][CH:2]=1.[F:22][C:23]1[CH:28]=[CH:27][C:26]([CH:29]([N+:40]#[C-:41])S(C2C=CC(C)=CC=2)(=O)=O)=[CH:25][CH:24]=1.C(=O)([O-])[O-].[K+].[K+].COC(C)(C)C, predict the reaction product. The product is: [F:22][C:23]1[CH:28]=[CH:27][C:26]([C:29]2[N:40]=[CH:41][N:8]([CH:9]3[CH2:10][CH2:11][N:12]([C:15]([O:17][C:18]([CH3:21])([CH3:20])[CH3:19])=[O:16])[CH2:13][CH2:14]3)[C:7]=2[C:4]2[CH:5]=[CH:6][N:1]=[CH:2][N:3]=2)=[CH:25][CH:24]=1. (6) Given the reactants C[O:2][C:3](=O)[C:4]1[CH:9]=[CH:8][C:7]([NH2:10])=[N:6][CH:5]=1.O.O.O.O.O.O.O.[Cl-].[Ce+3].[Cl-].[Cl-].[BH4-].[Li+], predict the reaction product. The product is: [NH2:10][C:7]1[N:6]=[CH:5][C:4]([CH2:3][OH:2])=[CH:9][CH:8]=1. (7) Given the reactants [CH3:1][O:2][C:3]1[CH:8]=[CH:7][C:6]([NH:9][CH:10]2[CH2:15][CH2:14][N:13]([C:16]([O:18][C:19]([CH3:22])([CH3:21])[CH3:20])=[O:17])[CH2:12][CH2:11]2)=[CH:5][CH:4]=1.Cl[CH2:24][C:25]1[CH:30]=[CH:29][N:28]=[C:27]([C:31]2[CH:36]=[CH:35][C:34]([Cl:37])=[CH:33][CH:32]=2)[CH:26]=1, predict the reaction product. The product is: [C:19]([O:18][C:16]([N:13]1[CH2:14][CH2:15][CH:10]([N:9]([CH2:24][C:25]2[CH:30]=[CH:29][N:28]=[C:27]([C:31]3[CH:36]=[CH:35][C:34]([Cl:37])=[CH:33][CH:32]=3)[CH:26]=2)[C:6]2[CH:5]=[CH:4][C:3]([O:2][CH3:1])=[CH:8][CH:7]=2)[CH2:11][CH2:12]1)=[O:17])([CH3:22])([CH3:21])[CH3:20].